From a dataset of Catalyst prediction with 721,799 reactions and 888 catalyst types from USPTO. Predict which catalyst facilitates the given reaction. Reactant: [C:1]([CH:5]1[N:14]2[C:9](=[CH:10][C:11](=[O:20])[C:12]([C:15]([O:17]CC)=[O:16])=[CH:13]2)[C:8]2[CH:21]=[C:22]([O:31][CH3:32])[C:23]([O:25][CH2:26][CH2:27][CH2:28][O:29][CH3:30])=[CH:24][C:7]=2[CH2:6]1)([CH3:4])([CH3:3])[CH3:2].[Li+].[OH-].Cl. Product: [C:1]([CH:5]1[N:14]2[C:9](=[CH:10][C:11](=[O:20])[C:12]([C:15]([OH:17])=[O:16])=[CH:13]2)[C:8]2[CH:21]=[C:22]([O:31][CH3:32])[C:23]([O:25][CH2:26][CH2:27][CH2:28][O:29][CH3:30])=[CH:24][C:7]=2[CH2:6]1)([CH3:4])([CH3:2])[CH3:3]. The catalyst class is: 36.